Dataset: NCI-60 drug combinations with 297,098 pairs across 59 cell lines. Task: Regression. Given two drug SMILES strings and cell line genomic features, predict the synergy score measuring deviation from expected non-interaction effect. (1) Drug 1: CCCS(=O)(=O)NC1=C(C(=C(C=C1)F)C(=O)C2=CNC3=C2C=C(C=N3)C4=CC=C(C=C4)Cl)F. Drug 2: COC1=C(C=C2C(=C1)N=CN=C2NC3=CC(=C(C=C3)F)Cl)OCCCN4CCOCC4. Cell line: HL-60(TB). Synergy scores: CSS=2.36, Synergy_ZIP=3.46, Synergy_Bliss=3.92, Synergy_Loewe=-7.04, Synergy_HSA=-6.48. (2) Drug 1: CN(C)C1=NC(=NC(=N1)N(C)C)N(C)C. Drug 2: CN1C2=C(C=C(C=C2)N(CCCl)CCCl)N=C1CCCC(=O)O.Cl. Cell line: SK-MEL-28. Synergy scores: CSS=-2.82, Synergy_ZIP=2.02, Synergy_Bliss=1.57, Synergy_Loewe=-4.32, Synergy_HSA=-3.07. (3) Drug 1: CC1=C(N=C(N=C1N)C(CC(=O)N)NCC(C(=O)N)N)C(=O)NC(C(C2=CN=CN2)OC3C(C(C(C(O3)CO)O)O)OC4C(C(C(C(O4)CO)O)OC(=O)N)O)C(=O)NC(C)C(C(C)C(=O)NC(C(C)O)C(=O)NCCC5=NC(=CS5)C6=NC(=CS6)C(=O)NCCC[S+](C)C)O. Drug 2: CC(C)(C#N)C1=CC(=CC(=C1)CN2C=NC=N2)C(C)(C)C#N. Cell line: MDA-MB-231. Synergy scores: CSS=23.1, Synergy_ZIP=-0.477, Synergy_Bliss=3.44, Synergy_Loewe=-2.06, Synergy_HSA=-0.155. (4) Drug 1: CCC1(CC2CC(C3=C(CCN(C2)C1)C4=CC=CC=C4N3)(C5=C(C=C6C(=C5)C78CCN9C7C(C=CC9)(C(C(C8N6C)(C(=O)OC)O)OC(=O)C)CC)OC)C(=O)OC)O.OS(=O)(=O)O. Drug 2: CN(CC1=CN=C2C(=N1)C(=NC(=N2)N)N)C3=CC=C(C=C3)C(=O)NC(CCC(=O)O)C(=O)O. Cell line: COLO 205. Synergy scores: CSS=36.5, Synergy_ZIP=2.86, Synergy_Bliss=3.79, Synergy_Loewe=-12.6, Synergy_HSA=-2.23. (5) Drug 1: CCC1=C2CN3C(=CC4=C(C3=O)COC(=O)C4(CC)O)C2=NC5=C1C=C(C=C5)O. Drug 2: C1CC(=O)NC(=O)C1N2C(=O)C3=CC=CC=C3C2=O. Cell line: UACC62. Synergy scores: CSS=50.5, Synergy_ZIP=3.18, Synergy_Bliss=3.63, Synergy_Loewe=-75.0, Synergy_HSA=2.33. (6) Drug 1: CCN(CC)CCCC(C)NC1=C2C=C(C=CC2=NC3=C1C=CC(=C3)Cl)OC. Drug 2: B(C(CC(C)C)NC(=O)C(CC1=CC=CC=C1)NC(=O)C2=NC=CN=C2)(O)O. Cell line: NCI-H460. Synergy scores: CSS=32.3, Synergy_ZIP=13.0, Synergy_Bliss=11.1, Synergy_Loewe=11.4, Synergy_HSA=11.0. (7) Drug 1: CCC1=CC2CC(C3=C(CN(C2)C1)C4=CC=CC=C4N3)(C5=C(C=C6C(=C5)C78CCN9C7C(C=CC9)(C(C(C8N6C)(C(=O)OC)O)OC(=O)C)CC)OC)C(=O)OC.C(C(C(=O)O)O)(C(=O)O)O. Drug 2: CN1C2=C(C=C(C=C2)N(CCCl)CCCl)N=C1CCCC(=O)O.Cl. Cell line: COLO 205. Synergy scores: CSS=29.6, Synergy_ZIP=0.367, Synergy_Bliss=2.08, Synergy_Loewe=-10.9, Synergy_HSA=-1.56. (8) Drug 1: CC1C(C(CC(O1)OC2CC(OC(C2O)C)OC3=CC4=CC5=C(C(=O)C(C(C5)C(C(=O)C(C(C)O)O)OC)OC6CC(C(C(O6)C)O)OC7CC(C(C(O7)C)O)OC8CC(C(C(O8)C)O)(C)O)C(=C4C(=C3C)O)O)O)O. Drug 2: CN(CCCl)CCCl.Cl. Cell line: BT-549. Synergy scores: CSS=43.1, Synergy_ZIP=3.38, Synergy_Bliss=8.98, Synergy_Loewe=-27.8, Synergy_HSA=-1.93. (9) Drug 1: CC1=C(C=C(C=C1)NC2=NC=CC(=N2)N(C)C3=CC4=NN(C(=C4C=C3)C)C)S(=O)(=O)N.Cl. Drug 2: C(CN)CNCCSP(=O)(O)O. Cell line: HCT116. Synergy scores: CSS=16.7, Synergy_ZIP=6.70, Synergy_Bliss=7.83, Synergy_Loewe=7.33, Synergy_HSA=6.97. (10) Drug 1: CN(C)C1=NC(=NC(=N1)N(C)C)N(C)C. Drug 2: CCCCC(=O)OCC(=O)C1(CC(C2=C(C1)C(=C3C(=C2O)C(=O)C4=C(C3=O)C=CC=C4OC)O)OC5CC(C(C(O5)C)O)NC(=O)C(F)(F)F)O. Cell line: UACC62. Synergy scores: CSS=-3.30, Synergy_ZIP=-0.364, Synergy_Bliss=-3.88, Synergy_Loewe=-6.24, Synergy_HSA=-4.58.